From a dataset of Orexin1 receptor HTS with 218,158 compounds and 233 confirmed actives. Binary Classification. Given a drug SMILES string, predict its activity (active/inactive) in a high-throughput screening assay against a specified biological target. The compound is O(c1n(nc2c1ccc(c2)C(=O)NCc1c(OC)cccc1)C)CC=C. The result is 0 (inactive).